From a dataset of Catalyst prediction with 721,799 reactions and 888 catalyst types from USPTO. Predict which catalyst facilitates the given reaction. (1) The catalyst class is: 602. Product: [F:19][C:20]1[CH:25]=[CH:24][C:23]([O:29][CH3:30])=[C:22]([C:6]2[CH:7]=[CH:8][C:3]([CH:1]=[O:2])=[CH:4][C:5]=2[O:17][CH3:18])[CH:21]=1. Reactant: [CH:1]([C:3]1[CH:8]=[CH:7][C:6](OS(C(F)(F)F)(=O)=O)=[C:5]([O:17][CH3:18])[CH:4]=1)=[O:2].[F:19][C:20]1[CH:21]=[CH:22][C:23]([O:29][CH3:30])=[C:24](B(O)O)[CH:25]=1.[Cl-].[Li+].C(=O)([O-])[O-].[Na+].[Na+]. (2) Reactant: C(OC([N:8]1[CH2:13][CH2:12][CH:11]([CH2:14][O:15][C:16]2[CH:25]=[C:24]3[C:19]([C:20]([O:26][C:27]4[CH:28]=[C:29]5[C:33](=[CH:34][CH:35]=4)[NH:32][CH:31]=[C:30]5[CH3:36])=[N:21][CH:22]=[N:23]3)=[CH:18][C:17]=2[O:37][CH3:38])[CH2:10][CH2:9]1)=O)(C)(C)C.C(O)(C(F)(F)F)=O. Product: [CH3:38][O:37][C:17]1[CH:18]=[C:19]2[C:24](=[CH:25][C:16]=1[O:15][CH2:14][CH:11]1[CH2:12][CH2:13][NH:8][CH2:9][CH2:10]1)[N:23]=[CH:22][N:21]=[C:20]2[O:26][C:27]1[CH:28]=[C:29]2[C:33](=[CH:34][CH:35]=1)[NH:32][CH:31]=[C:30]2[CH3:36]. The catalyst class is: 4.